This data is from Full USPTO retrosynthesis dataset with 1.9M reactions from patents (1976-2016). The task is: Predict the reactants needed to synthesize the given product. Given the product [C:7]([OH:13])(=[O:12])/[CH:8]=[CH:9]/[CH2:4][CH2:3][CH:2]=[CH2:1], predict the reactants needed to synthesize it. The reactants are: [CH:1](=O)[CH2:2][CH2:3][CH:4]=C.[C:7]([OH:13])(=[O:12])[CH2:8][C:9](O)=O.N1CCCCC1.Cl.